This data is from Full USPTO retrosynthesis dataset with 1.9M reactions from patents (1976-2016). The task is: Predict the reactants needed to synthesize the given product. Given the product [F:1][C:2]1[CH:7]=[C:6]([CH:8]2[C:13]3=[N:14][S:15](=[O:18])(=[O:19])[CH2:16][CH2:17][N:12]3[CH2:11][CH2:10][CH2:9]2)[CH:5]=[CH:4][C:3]=1[C:20]1[CH:21]=[CH:22][CH:23]=[CH:24][CH:25]=1, predict the reactants needed to synthesize it. The reactants are: [F:1][C:2]1[CH:7]=[C:6]([C:8]2[C:13]3=[N:14][S:15](=[O:19])(=[O:18])[CH2:16][CH2:17][N:12]3[CH:11]=[CH:10][CH:9]=2)[CH:5]=[CH:4][C:3]=1[C:20]1[CH:25]=[CH:24][CH:23]=[CH:22][CH:21]=1.